Task: Predict the reactants needed to synthesize the given product.. Dataset: Full USPTO retrosynthesis dataset with 1.9M reactions from patents (1976-2016) (1) Given the product [CH3:24][O:23][C:17]1[CH:16]=[C:15]([CH2:14][C:13]([N:10]2[CH2:11][CH2:12][C:8]([C:5]3[CH:4]=[CH:3][C:2]([NH:1][C:29]([CH:26]4[CH2:28][CH2:27]4)=[O:30])=[CH:7][CH:6]=3)=[N:9]2)=[O:25])[CH:20]=[CH:19][C:18]=1[O:21][CH3:22], predict the reactants needed to synthesize it. The reactants are: [NH2:1][C:2]1[CH:7]=[CH:6][C:5]([C:8]2[CH2:12][CH2:11][N:10]([C:13](=[O:25])[CH2:14][C:15]3[CH:20]=[CH:19][C:18]([O:21][CH3:22])=[C:17]([O:23][CH3:24])[CH:16]=3)[N:9]=2)=[CH:4][CH:3]=1.[CH:26]1([C:29](Cl)=[O:30])[CH2:28][CH2:27]1. (2) Given the product [CH3:35][O:34][C:32]([C:27]1[CH:28]=[N:29][CH:30]=[CH:31][C:26]=1[N:23]1[CH2:22][CH2:21][CH:20]([CH2:19][O:18][C:12]2[CH:11]=[C:10]3[C:15]([CH2:16][CH2:17][NH:8][CH2:9]3)=[CH:14][CH:13]=2)[CH2:25][CH2:24]1)=[O:33], predict the reactants needed to synthesize it. The reactants are: C(OC([N:8]1[CH2:17][CH2:16][C:15]2[C:10](=[CH:11][C:12]([O:18][CH2:19][CH:20]3[CH2:25][CH2:24][N:23]([C:26]4[CH:31]=[CH:30][N:29]=[CH:28][C:27]=4[C:32]([O:34][CH3:35])=[O:33])[CH2:22][CH2:21]3)=[CH:13][CH:14]=2)[CH2:9]1)=O)(C)(C)C.FC(F)(F)C(O)=O. (3) Given the product [Cl:14][C:15]1[CH:16]=[CH:17][C:18]([C:21]2[CH:22]=[CH:23][C:24]([C:27]#[C:28][C:2]3[CH:3]=[CH:4][C:5]4[O:10][CH:9]([CH2:11][OH:12])[CH:8]=[CH:7][C:6]=4[CH:13]=3)=[N:25][CH:26]=2)=[CH:19][CH:20]=1, predict the reactants needed to synthesize it. The reactants are: I[C:2]1[CH:3]=[CH:4][C:5]2[O:10][CH:9]([CH2:11][OH:12])[CH:8]=[CH:7][C:6]=2[CH:13]=1.[Cl:14][C:15]1[CH:20]=[CH:19][C:18]([C:21]2[CH:22]=[CH:23][C:24]([C:27]#[CH:28])=[N:25][CH:26]=2)=[CH:17][CH:16]=1.C(N(CC)CC)C. (4) Given the product [F:35][C:36]1[CH:37]=[C:38]([CH2:43][C:44]([NH:3][CH2:4][CH2:5][CH2:6][CH2:7][CH2:8][CH2:9][CH2:10][CH2:11][CH2:12][N:13]2[CH2:18][CH2:17][CH:16]([O:19][C:20](=[O:34])[NH:21][C:22]3[CH:27]=[CH:26][CH:25]=[CH:24][C:23]=3[C:28]3[CH:33]=[CH:32][CH:31]=[CH:30][CH:29]=3)[CH2:15][CH2:14]2)=[O:45])[CH:39]=[CH:40][C:41]=1[OH:42], predict the reactants needed to synthesize it. The reactants are: Cl.Cl.[NH2:3][CH2:4][CH2:5][CH2:6][CH2:7][CH2:8][CH2:9][CH2:10][CH2:11][CH2:12][N:13]1[CH2:18][CH2:17][CH:16]([O:19][C:20](=[O:34])[NH:21][C:22]2[CH:27]=[CH:26][CH:25]=[CH:24][C:23]=2[C:28]2[CH:33]=[CH:32][CH:31]=[CH:30][CH:29]=2)[CH2:15][CH2:14]1.[F:35][C:36]1[CH:37]=[C:38]([CH2:43][C:44](O)=[O:45])[CH:39]=[CH:40][C:41]=1[OH:42]. (5) Given the product [CH2:2]1[C:5]2([CH2:9][CH2:8][O:7][CH2:6]2)[CH2:4][N:3]1[CH2:20][C:19]1[CH:22]=[CH:23][C:24]([O:26][CH:27]2[CH2:30][N:29]([C:31]([C:33]3[O:34][C:35]([C:38]4[CH:43]=[CH:42][CH:41]=[CH:40][CH:39]=4)=[N:36][N:37]=3)=[O:32])[CH2:28]2)=[CH:25][C:18]=1[CH3:17], predict the reactants needed to synthesize it. The reactants are: Cl.[CH2:2]1[C:5]2([CH2:9][CH2:8][O:7][CH2:6]2)[CH2:4][NH:3]1.C(N(CC)CC)C.[CH3:17][C:18]1[CH:25]=[C:24]([O:26][CH:27]2[CH2:30][N:29]([C:31]([C:33]3[O:34][C:35]([C:38]4[CH:43]=[CH:42][CH:41]=[CH:40][CH:39]=4)=[N:36][N:37]=3)=[O:32])[CH2:28]2)[CH:23]=[CH:22][C:19]=1[CH:20]=O.[Na].C([O-])(O)=O.[Na+]. (6) Given the product [CH3:3][N:2]([CH3:1])[CH2:4][C:5]1[C:9]2[C:8](=[N:13][CH:12]=[CH:11][CH:10]=2)[N:7]([Si:24]([CH:28]([CH3:30])[CH3:29])([CH:25]([CH3:27])[CH3:26])[CH:21]([CH3:23])[CH3:22])[CH:6]=1, predict the reactants needed to synthesize it. The reactants are: [CH3:1][N:2]([CH2:4][C:5]1[C:9]2[CH:10]=[CH:11][CH:12]=[N:13][C:8]=2[NH:7][CH:6]=1)[CH3:3].CN(C)C=O.[H-].[Na+].[CH:21]([Si:24](Cl)([CH:28]([CH3:30])[CH3:29])[CH:25]([CH3:27])[CH3:26])([CH3:23])[CH3:22]. (7) Given the product [OH:1][C:2]1[CH:9]=[CH:8][C:7]2[C:6](=[CH:22][CH:13]=[CH:14][CH:15]=2)[C:3]=1[C:4]#[N:5], predict the reactants needed to synthesize it. The reactants are: [OH:1][C:2]1[CH:9]=[CH:8][C:7](OC)=[CH:6][C:3]=1[C:4]#[N:5].O[C:13]1[CH:22]=CC2[C:15](=[CH:22][CH:13]=[CH:14][CH:15]=2)[C:14]=1C=O.OC1C=CC(OC)=CC=1C=O.